From a dataset of Reaction yield outcomes from USPTO patents with 853,638 reactions. Predict the reaction yield, written as a fraction of the theoretical maximum amount of product (1.0 means a 100% yield; for example, 0.34 means a 34% yield). (1) The reactants are [C:1]([O:5][C:6]([NH:8][CH:9]([CH3:16])[CH2:10]OS(C)(=O)=O)=[O:7])([CH3:4])([CH3:3])[CH3:2].[NH:17]1[CH2:22][CH2:21][O:20][CH2:19][CH2:18]1.C([O-])([O-])=O.[K+].[K+]. The catalyst is CC#N. The product is [C:1]([O:5][C:6](=[O:7])[NH:8][CH:9]([CH3:16])[CH2:10][N:17]1[CH2:22][CH2:21][O:20][CH2:19][CH2:18]1)([CH3:4])([CH3:3])[CH3:2]. The yield is 0.620. (2) The reactants are [N:1]1[CH:6]=[CH:5][CH:4]=[N:3][C:2]=1[NH2:7].C[Al](C)C.[Cl:12][C:13]1[CH:14]=[CH:15][C:16]([NH:22][C:23]2[C:31]3[C:26](=[CH:27][N:28]=[CH:29][CH:30]=3)[O:25][C:24]=2[C:32](OCC)=[O:33])=[C:17]2[C:21]=1[NH:20][N:19]=[CH:18]2. The catalyst is C1(C)C=CC=CC=1. The product is [Cl:12][C:13]1[CH:14]=[CH:15][C:16]([NH:22][C:23]2[C:31]3[C:26](=[CH:27][N:28]=[CH:29][CH:30]=3)[O:25][C:24]=2[C:32]([NH:7][C:2]2[N:3]=[CH:4][CH:5]=[CH:6][N:1]=2)=[O:33])=[C:17]2[C:21]=1[NH:20][N:19]=[CH:18]2. The yield is 0.460.